Dataset: NCI-60 drug combinations with 297,098 pairs across 59 cell lines. Task: Regression. Given two drug SMILES strings and cell line genomic features, predict the synergy score measuring deviation from expected non-interaction effect. Drug 1: CCC1=CC2CC(C3=C(CN(C2)C1)C4=CC=CC=C4N3)(C5=C(C=C6C(=C5)C78CCN9C7C(C=CC9)(C(C(C8N6C)(C(=O)OC)O)OC(=O)C)CC)OC)C(=O)OC.C(C(C(=O)O)O)(C(=O)O)O. Drug 2: CN(C)C1=NC(=NC(=N1)N(C)C)N(C)C. Cell line: SK-OV-3. Synergy scores: CSS=37.9, Synergy_ZIP=5.30, Synergy_Bliss=1.43, Synergy_Loewe=-64.1, Synergy_HSA=0.998.